This data is from Reaction yield outcomes from USPTO patents with 853,638 reactions. The task is: Predict the reaction yield, written as a fraction of the theoretical maximum amount of product (1.0 means a 100% yield; for example, 0.34 means a 34% yield). (1) The reactants are [CH3:1][NH2:2].C[O:4][C:5](=O)[CH2:6][CH2:7][CH:8]1[CH2:13][CH2:12][CH:11]=[CH:10][CH2:9]1. The catalyst is CO. The product is [CH:8]1([CH2:7][CH2:6][C:5]([NH:2][CH3:1])=[O:4])[CH2:13][CH2:12][CH:11]=[CH:10][CH2:9]1. The yield is 0.980. (2) The reactants are [CH2:1]([N:3]1[CH:7]=[C:6]([C:8]2[S:16][C:15]3[C:10](=[N:11][CH:12]=[CH:13][C:14]=3[O:17][C:18]3[CH:23]=[CH:22][C:21]([NH2:24])=[CH:20][C:19]=3[F:25])[CH:9]=2)[N:5]=[CH:4]1)[CH3:2].[F:26][C:27]1[CH:32]=[CH:31][CH:30]=[CH:29][C:28]=1[CH2:33][C:34]([N:36]=[C:37]=[O:38])=[O:35]. No catalyst specified. The product is [CH2:1]([N:3]1[CH:7]=[C:6]([C:8]2[S:16][C:15]3[C:10](=[N:11][CH:12]=[CH:13][C:14]=3[O:17][C:18]3[CH:23]=[CH:22][C:21]([NH:24][C:37]([NH:36][C:34](=[O:35])[CH2:33][C:28]4[CH:29]=[CH:30][CH:31]=[CH:32][C:27]=4[F:26])=[O:38])=[CH:20][C:19]=3[F:25])[CH:9]=2)[N:5]=[CH:4]1)[CH3:2]. The yield is 0.420.